Dataset: NCI-60 drug combinations with 297,098 pairs across 59 cell lines. Task: Regression. Given two drug SMILES strings and cell line genomic features, predict the synergy score measuring deviation from expected non-interaction effect. (1) Drug 1: CC1=CC=C(C=C1)C2=CC(=NN2C3=CC=C(C=C3)S(=O)(=O)N)C(F)(F)F. Drug 2: C1CN1P(=S)(N2CC2)N3CC3. Cell line: OVCAR-5. Synergy scores: CSS=18.1, Synergy_ZIP=-0.571, Synergy_Bliss=0.413, Synergy_Loewe=4.01, Synergy_HSA=2.74. (2) Drug 1: C1=CC(=CC=C1CCCC(=O)O)N(CCCl)CCCl. Drug 2: CC1C(C(CC(O1)OC2CC(CC3=C2C(=C4C(=C3O)C(=O)C5=CC=CC=C5C4=O)O)(C(=O)C)O)N)O. Cell line: HL-60(TB). Synergy scores: CSS=50.0, Synergy_ZIP=-6.00, Synergy_Bliss=-6.65, Synergy_Loewe=-4.05, Synergy_HSA=-2.22.